From a dataset of Forward reaction prediction with 1.9M reactions from USPTO patents (1976-2016). Predict the product of the given reaction. (1) Given the reactants C1C=CC(C2C=CC=CC=2)=CC=1.C1C=CC(OC2C=CC=CC=2)=CC=1.[CH3:26][O:27][C:28](=[O:43])[C:29]([NH:35][C:36]1[CH:41]=[CH:40][C:39]([F:42])=[CH:38][CH:37]=1)=[CH:30][C:31]([O:33]C)=O, predict the reaction product. The product is: [F:42][C:39]1[CH:38]=[C:37]2[C:36](=[CH:41][CH:40]=1)[NH:35][C:29]([C:28]([O:27][CH3:26])=[O:43])=[CH:30][C:31]2=[O:33]. (2) Given the reactants C(NC(C)C)(C)C.C([Li])CCC.[CH3:13][N:14]1[CH:18]=[CH:17][CH:16]=[N:15]1.Br[C:20]1[CH:21]=[CH:22][C:23]([F:28])=[C:24]([CH:27]=1)[C:25]#[N:26], predict the reaction product. The product is: [F:28][C:23]1[CH:22]=[CH:21][C:20]([C:18]2[N:14]([CH3:13])[N:15]=[CH:16][CH:17]=2)=[CH:27][C:24]=1[C:25]#[N:26]. (3) The product is: [F:1][C:2]1[CH:7]=[CH:6][CH:5]=[CH:4][C:3]=1[S:8]([N:19]1[CH2:24][CH2:23][CH:22]([CH2:25][N:26]2[C:34]3[C:29](=[CH:30][C:31]([C:35]4[CH:36]=[N:37][N:38]([CH:40]5[CH2:45][CH2:44][CH2:43][CH2:42][O:41]5)[CH:39]=4)=[CH:32][CH:33]=3)[CH:28]=[CH:27]2)[CH2:21][CH2:20]1)(=[O:10])=[O:9]. Given the reactants [F:1][C:2]1[CH:7]=[CH:6][CH:5]=[CH:4][C:3]=1[S:8](Cl)(=[O:10])=[O:9].C(N(CC)CC)C.[NH:19]1[CH2:24][CH2:23][CH:22]([CH2:25][N:26]2[C:34]3[C:29](=[CH:30][C:31]([C:35]4[CH:36]=[N:37][N:38]([CH:40]5[CH2:45][CH2:44][CH2:43][CH2:42][O:41]5)[CH:39]=4)=[CH:32][CH:33]=3)[CH:28]=[CH:27]2)[CH2:21][CH2:20]1.CO, predict the reaction product. (4) Given the reactants [N:1]1([C:9]([O:11][C:12]([CH3:15])([CH3:14])[CH3:13])=[O:10])[CH2:8][CH2:7][CH2:6][C@H:2]1[C:3]([OH:5])=O.ClC(OCC(C)C)=O.Cl.[NH2:25][CH2:26][C:27]([O:29][CH2:30][CH3:31])=[O:28], predict the reaction product. The product is: [N:1]1([C:9]([O:11][C:12]([CH3:15])([CH3:14])[CH3:13])=[O:10])[CH2:8][CH2:7][CH2:6][C@H:2]1[C:3]([NH:25][CH2:26][C:27]([O:29][CH2:30][CH3:31])=[O:28])=[O:5].